From a dataset of Reaction yield outcomes from USPTO patents with 853,638 reactions. Predict the reaction yield, written as a fraction of the theoretical maximum amount of product (1.0 means a 100% yield; for example, 0.34 means a 34% yield). (1) The reactants are C[O:2][C:3]([CH:5]1[CH:9]([C:10]2[CH:15]=[CH:14][CH:13]=[C:12]([Cl:16])[C:11]=2[F:17])[C:8]([C:20]2[CH:25]=[CH:24][C:23]([Cl:26])=[CH:22][C:21]=2[F:27])([C:18]#[N:19])[CH:7]([CH2:28][C:29]([CH:32]2[CH2:34][CH2:33]2)([CH3:31])[CH3:30])[NH:6]1)=[O:4].[OH-].[Na+].CO.Cl. The catalyst is O1CCCC1. The product is [Cl:16][C:12]1[C:11]([F:17])=[C:10]([CH:9]2[C:8]([C:20]3[CH:25]=[CH:24][C:23]([Cl:26])=[CH:22][C:21]=3[F:27])([C:18]#[N:19])[CH:7]([CH2:28][C:29]([CH:32]3[CH2:33][CH2:34]3)([CH3:31])[CH3:30])[NH:6][CH:5]2[C:3]([OH:4])=[O:2])[CH:15]=[CH:14][CH:13]=1. The yield is 0.800. (2) The reactants are [H-].[Na+].C(OC([N:10]1[CH2:15][CH2:14][CH:13]([CH:16]([OH:23])[C:17]2[CH:22]=[CH:21][CH:20]=[CH:19][CH:18]=2)[CH2:12][CH2:11]1)=O)(C)(C)C.C([O-])(=O)C1C=CC=CC=1.[K+].[F:34][C:35]1[CH:40]=[CH:39][CH:38]=[C:37](F)[CH:36]=1.[Na+].[Cl-]. The catalyst is CS(C)=O.O. The product is [F:34][C:35]1[CH:36]=[C:37]([CH:38]=[CH:39][CH:40]=1)[O:23][CH:16]([C:17]1[CH:18]=[CH:19][CH:20]=[CH:21][CH:22]=1)[CH:13]1[CH2:12][CH2:11][NH:10][CH2:15][CH2:14]1. The yield is 0.880. (3) The reactants are [CH2:1]([Mg]Cl)[CH3:2].[CH:5]([C:7]1[C:15]2[O:14][CH2:13][CH:12]([C:16]3[CH:21]=[CH:20][C:19]([CH:22]([CH3:24])[CH3:23])=[CH:18][CH:17]=3)[C:11]=2[C:10]([CH3:25])=[C:9]([NH:26][C:27](=[O:33])[CH2:28][C:29]([CH3:32])([CH3:31])[CH3:30])[C:8]=1[CH3:34])=[O:6]. The catalyst is O. The product is [OH:6][CH:5]([C:7]1[C:15]2[O:14][CH2:13][CH:12]([C:16]3[CH:21]=[CH:20][C:19]([CH:22]([CH3:24])[CH3:23])=[CH:18][CH:17]=3)[C:11]=2[C:10]([CH3:25])=[C:9]([NH:26][C:27](=[O:33])[CH2:28][C:29]([CH3:32])([CH3:31])[CH3:30])[C:8]=1[CH3:34])[CH2:1][CH3:2]. The yield is 0.350. (4) The catalyst is C(O)C. The reactants are [NH2:1][C:2]1[CH:7]=[CH:6][C:5]([F:8])=[CH:4][N:3]=1.[CH:9]([C:11]1[CH:19]=[CH:18][CH:17]=[CH:16][C:12]=1[C:13]([OH:15])=[O:14])=O.[CH3:20][C:21]1[CH:26]=[CH:25][CH:24]=[C:23]([CH3:27])[C:22]=1[N+:28]#[C-:29].Cl(O)(=O)(=O)=O. The yield is 0.740. The product is [CH3:20][C:21]1[CH:26]=[CH:25][CH:24]=[C:23]([CH3:27])[C:22]=1[NH:28][C:29]1[N:3]2[CH:4]=[C:5]([F:8])[CH:6]=[CH:7][C:2]2=[N:1][C:9]=1[C:11]1[CH:19]=[CH:18][CH:17]=[CH:16][C:12]=1[C:13]([OH:15])=[O:14]. (5) The reactants are C(O)([C:3]([F:6])([F:5])[F:4])=O.Br[C:9]1[CH:26]=[C:25](/[CH:27]=[CH:28]/[CH:29]([C:34]2[CH:39]=[C:38]([Cl:40])[C:37]([Cl:41])=[C:36]([Cl:42])[CH:35]=2)[C:30]([F:33])([F:32])[F:31])[CH:24]=[CH:23][C:10]=1[C:11]([NH:13][CH:14]([CH3:22])[C:15]([O:17]C(C)(C)C)=[O:16])=[O:12]. The catalyst is C(Cl)Cl. The product is [F:31][C:30]([F:33])([F:32])[CH:29]([C:34]1[CH:39]=[C:38]([Cl:40])[C:37]([Cl:41])=[C:36]([Cl:42])[CH:35]=1)/[CH:28]=[CH:27]/[C:25]1[CH:24]=[CH:23][C:10]([C:11]([NH:13][C@H:14]([CH3:22])[C:15]([OH:17])=[O:16])=[O:12])=[C:9]([C:3]([F:6])([F:5])[F:4])[CH:26]=1. The yield is 0.670. (6) The reactants are [CH2:1]([C@H:8]([NH:39]C(=O)OC(C)(C)C)[C@@H:9]([OH:38])[CH2:10][C@@H:11]([NH:25][C:26](=[O:37])[C@@H:27]([NH:32][C:33]([O:35][CH3:36])=[O:34])[C:28]([CH3:31])([CH3:30])[CH3:29])[CH2:12][C:13]1[CH:18]=[CH:17][C:16]([C:19]2[CH:24]=[CH:23][CH:22]=[CH:21][N:20]=2)=[CH:15][CH:14]=1)[C:2]1[CH:7]=[CH:6][CH:5]=[CH:4][CH:3]=1.C(O)(C(F)(F)F)=O.C(Cl)Cl. No catalyst specified. The product is [NH2:39][C@@H:8]([CH2:1][C:2]1[CH:3]=[CH:4][CH:5]=[CH:6][CH:7]=1)[C@@H:9]([OH:38])[CH2:10][C@@H:11]([NH:25][C:26](=[O:37])[C@@H:27]([NH:32][C:33](=[O:34])[O:35][CH3:36])[C:28]([CH3:30])([CH3:31])[CH3:29])[CH2:12][C:13]1[CH:18]=[CH:17][C:16]([C:19]2[CH:24]=[CH:23][CH:22]=[CH:21][N:20]=2)=[CH:15][CH:14]=1. The yield is 0.903. (7) The reactants are [CH2:1]([N:3]1[C:11]2[C:6](=[CH:7][CH:8]=[C:9]([O:12]C)[CH:10]=2)[C:5]([C:14]#[N:15])=[CH:4]1)[CH3:2].B(Br)(Br)Br.[OH-].[Na+]. The catalyst is C(Cl)Cl. The product is [OH:12][C:9]1[CH:10]=[C:11]2[C:6]([C:5]([C:14]#[N:15])=[CH:4][N:3]2[CH2:1][CH3:2])=[CH:7][CH:8]=1. The yield is 0.820. (8) The catalyst is C1COCC1.CCOC(C)=O. The yield is 0.470. The product is [CH2:12]([NH:8][C:5]1[CH:6]=[CH:7][C:2]([F:1])=[CH:3][CH:4]=1)[CH:11]=[CH2:10]. The reactants are [F:1][C:2]1[CH:7]=[CH:6][C:5]([NH2:8])=[CH:4][CH:3]=1.Br[CH2:10][CH:11]=[CH2:12].C([O-])([O-])=O.[K+].[K+].O. (9) The reactants are [F:1][C:2]1([F:34])[CH2:6][C@H:5](/[CH:7]=[CH:8]/[C@@H:9]([OH:21])[C@@H:10]([CH3:20])[CH2:11][CH2:12][CH2:13][C:14]2[CH:19]=[CH:18][CH:17]=[CH:16][CH:15]=2)[N:4]([CH2:22][CH2:23][CH2:24][C:25]2[S:29][C:28]([C:30]([OH:32])=[O:31])=[CH:27][CH:26]=2)[C:3]1=[O:33].[H][H]. The catalyst is C(O)C.[Pd]. The product is [F:34][C:2]1([F:1])[CH2:6][C@H:5]([CH2:7][CH2:8][C@@H:9]([OH:21])[C@@H:10]([CH3:20])[CH2:11][CH2:12][CH2:13][C:14]2[CH:19]=[CH:18][CH:17]=[CH:16][CH:15]=2)[N:4]([CH2:22][CH2:23][CH2:24][C:25]2[S:29][C:28]([C:30]([OH:32])=[O:31])=[CH:27][CH:26]=2)[C:3]1=[O:33]. The yield is 0.620. (10) The reactants are C1(P(C2C=CC=CC=2)C2C=CC=CC=2)C=CC=CC=1.N(C(OCC)=O)=NC(OCC)=O.O[C:33]1[C:34]([C:42]2([CH2:57][OH:58])[C:50]3[C:45](=[N:46][CH:47]=[CH:48][CH:49]=3)[N:44]([CH2:51][CH2:52][CH2:53][CH2:54][CH3:55])[C:43]2=[O:56])=[CH:35][C:36]2[O:40][CH2:39][O:38][C:37]=2[CH:41]=1. The catalyst is C1COCC1. The product is [CH2:51]([N:44]1[C:45]2=[N:46][CH:47]=[CH:48][CH:49]=[C:50]2[C:42]2([C:34]3=[CH:35][C:36]4[O:40][CH2:39][O:38][C:37]=4[CH:41]=[C:33]3[O:58][CH2:57]2)[C:43]1=[O:56])[CH2:52][CH2:53][CH2:54][CH3:55]. The yield is 0.540.